This data is from Peptide-MHC class I binding affinity with 185,985 pairs from IEDB/IMGT. The task is: Regression. Given a peptide amino acid sequence and an MHC pseudo amino acid sequence, predict their binding affinity value. This is MHC class I binding data. The peptide sequence is PTDTPLDLAI. The MHC is Mamu-A02 with pseudo-sequence Mamu-A02. The binding affinity (normalized) is 0.